Dataset: Full USPTO retrosynthesis dataset with 1.9M reactions from patents (1976-2016). Task: Predict the reactants needed to synthesize the given product. (1) Given the product [BrH:14].[Br:14][CH2:12][C:11]([C:7]1[CH:8]=[N:9][CH:10]=[C:5]([F:4])[CH:6]=1)=[O:13], predict the reactants needed to synthesize it. The reactants are: C(O)C.[F:4][C:5]1[CH:6]=[C:7]([C:11](=[O:13])[CH3:12])[CH:8]=[N:9][CH:10]=1.[BrH:14].C(O)C.BrBr. (2) Given the product [CH2:15]([O:17][C:18]1[CH:26]=[CH:25][CH:24]=[CH:23][C:19]=1[CH2:20][N:21]([CH3:22])[C:12](=[O:14])[CH2:11][CH2:10][CH2:9][S:8][C:5]1[CH:4]=[CH:3][C:2]([OH:1])=[CH:7][CH:6]=1)[CH3:16], predict the reactants needed to synthesize it. The reactants are: [OH:1][C:2]1[CH:7]=[CH:6][C:5]([S:8][CH2:9][CH2:10][CH2:11][C:12]([OH:14])=O)=[CH:4][CH:3]=1.[CH2:15]([O:17][C:18]1[CH:26]=[CH:25][CH:24]=[CH:23][C:19]=1[CH2:20][NH:21][CH3:22])[CH3:16]. (3) Given the product [N:1]([C@@H:4]([CH:34]([C:35]1[CH:40]=[CH:39][CH:38]=[C:37]([F:41])[CH:36]=1)[C:42]1[CH:47]=[CH:46][CH:45]=[C:44]([F:48])[CH:43]=1)[C:5]([NH:7][C:8]1[CH:13]=[CH:12][CH:11]=[C:10]([F:14])[C:9]=1[CH2:15][CH2:16][C@H:17]([NH:24][S:25]([C:28]1[CH:33]=[CH:32][CH:31]=[CH:30][CH:29]=1)(=[O:27])=[O:26])[CH2:18][N:19]([CH2:20][C@H:21]([OH:23])[CH3:22])[C:49](=[O:50])[O:51][C:52]([CH3:55])([CH3:54])[CH3:53])=[O:6])=[N+:2]=[N-:3], predict the reactants needed to synthesize it. The reactants are: [N:1]([C@@H:4]([CH:34]([C:42]1[CH:47]=[CH:46][CH:45]=[C:44]([F:48])[CH:43]=1)[C:35]1[CH:40]=[CH:39][CH:38]=[C:37]([F:41])[CH:36]=1)[C:5]([NH:7][C:8]1[CH:13]=[CH:12][CH:11]=[C:10]([F:14])[C:9]=1[CH2:15][CH2:16][C@H:17]([NH:24][S:25]([C:28]1[CH:33]=[CH:32][CH:31]=[CH:30][CH:29]=1)(=[O:27])=[O:26])[CH2:18][NH:19][CH2:20][C@H:21]([OH:23])[CH3:22])=[O:6])=[N+:2]=[N-:3].[C:49](O[C:49]([O:51][C:52]([CH3:55])([CH3:54])[CH3:53])=[O:50])([O:51][C:52]([CH3:55])([CH3:54])[CH3:53])=[O:50].C(N(CC)CC)C.